From a dataset of Full USPTO retrosynthesis dataset with 1.9M reactions from patents (1976-2016). Predict the reactants needed to synthesize the given product. (1) The reactants are: [N:1]1([C:6]2[CH:25]=[CH:24][C:9]([CH2:10][C:11]3[C:12]([CH3:23])=[C:13]([CH3:22])[C:14]([OH:21])=[C:15]([CH:20]=3)[C:16]([O:18][CH3:19])=[O:17])=[CH:8][CH:7]=2)[CH:5]=[CH:4][CH:3]=[N:2]1.[H-].[Na+].C1C=CC(N([S:35]([C:38]([F:41])([F:40])[F:39])(=[O:37])=[O:36])[S:35]([C:38]([F:41])([F:40])[F:39])(=[O:37])=[O:36])=CC=1.Cl. Given the product [CH3:22][C:13]1[C:14]([O:21][S:35]([C:38]([F:41])([F:40])[F:39])(=[O:37])=[O:36])=[C:15]([CH:20]=[C:11]([CH2:10][C:9]2[CH:8]=[CH:7][C:6]([N:1]3[CH:5]=[CH:4][CH:3]=[N:2]3)=[CH:25][CH:24]=2)[C:12]=1[CH3:23])[C:16]([O:18][CH3:19])=[O:17], predict the reactants needed to synthesize it. (2) The reactants are: [F:1][C:2]([F:13])([F:12])[C:3]1[CH:8]=[CH:7][C:6]([CH2:9][CH2:10][OH:11])=[CH:5][CH:4]=1.[C:14]1([CH3:24])[CH:19]=[CH:18][C:17]([S:20](Cl)(=[O:22])=[O:21])=[CH:16][CH:15]=1. Given the product [F:1][C:2]([F:12])([F:13])[C:3]1[CH:4]=[CH:5][C:6]([CH2:9][CH2:10][O:11][S:20]([C:17]2[CH:18]=[CH:19][C:14]([CH3:24])=[CH:15][CH:16]=2)(=[O:22])=[O:21])=[CH:7][CH:8]=1, predict the reactants needed to synthesize it.